This data is from Reaction yield outcomes from USPTO patents with 853,638 reactions. The task is: Predict the reaction yield, written as a fraction of the theoretical maximum amount of product (1.0 means a 100% yield; for example, 0.34 means a 34% yield). (1) The reactants are [C:1]1([C@H:7]2[CH2:9][O:8]2)[CH:6]=[CH:5][CH:4]=[CH:3][CH:2]=1.[F:10][C:11]([F:15])([F:14])[CH2:12][OH:13]. No catalyst specified. The product is [C:1]1([CH:7]([O:13][CH2:12][C:11]([F:15])([F:14])[F:10])[CH2:9][OH:8])[CH:2]=[CH:3][CH:4]=[CH:5][CH:6]=1. The yield is 0.220. (2) The reactants are [F:1][C:2]1[CH:3]=[CH:4][C:5]2[N:6]([CH:8]=[N:9][N:10]=2)[CH:7]=1.[Cl:11]N1C(=O)CCC1=O. The catalyst is C(Cl)(Cl)Cl. The product is [Cl:11][C:8]1[N:6]2[CH:7]=[C:2]([F:1])[CH:3]=[CH:4][C:5]2=[N:10][N:9]=1. The yield is 0.760. (3) The reactants are [CH3:1][C@@H:2]1[CH2:6][N:5]([C:7]([O:9][C:10]([CH3:13])([CH3:12])[CH3:11])=[O:8])[C@H:4]([C:14]([O:16][CH2:17][C:18]([C:20]2[CH:21]=[CH:22][C:23]3[C:32]4[CH:31]=[C:30]5[CH2:33][CH2:34][CH:35](Br)[C:36](=[O:37])[C:29]5=[CH:28][C:27]=4[O:26][CH2:25][C:24]=3[CH:39]=2)=[O:19])=[O:15])[CH2:3]1.[C:40]([O:44][C:45]([N:47]1[CH2:51][C@@H:50]([CH2:52][O:53][CH3:54])[CH2:49][C@H:48]1[C:55]([OH:57])=[O:56])=[O:46])([CH3:43])([CH3:42])[CH3:41].C([O-])([O-])=O.[Cs+].[Cs+]. The catalyst is C(Cl)Cl. The product is [CH3:1][C@@H:2]1[CH2:6][N:5]([C:7]([O:9][C:10]([CH3:13])([CH3:12])[CH3:11])=[O:8])[C@H:4]([C:14]([O:16][CH2:17][C:18]([C:20]2[CH:21]=[CH:22][C:23]3[C:32]4[CH:31]=[C:30]5[CH2:33][CH2:34][CH:35]([O:57][C:55]([C@@H:48]6[CH2:49][C@H:50]([CH2:52][O:53][CH3:54])[CH2:51][N:47]6[C:45]([O:44][C:40]([CH3:43])([CH3:42])[CH3:41])=[O:46])=[O:56])[C:36](=[O:37])[C:29]5=[CH:28][C:27]=4[O:26][CH2:25][C:24]=3[CH:39]=2)=[O:19])=[O:15])[CH2:3]1. The yield is 0.710. (4) The reactants are C(O)(=O)C.[CH3:5][O:6][C:7]1[CH:16]=[C:15]2[C:10]([CH2:11][CH2:12][C:13](=O)[C:14]2([CH3:18])[CH3:17])=[CH:9][CH:8]=1.Cl.[F:21][C:22]1[CH:23]=[C:24]([NH:28]N)[CH:25]=[CH:26][CH:27]=1.O. The catalyst is CCCCCC.C(OCC)(=O)C. The product is [F:21][C:22]1[CH:23]=[C:24]2[C:25]([C:12]3[CH2:11][C:10]4[CH:9]=[CH:8][C:7]([O:6][CH3:5])=[CH:16][C:15]=4[C:14]([CH3:18])([CH3:17])[C:13]=3[NH:28]2)=[CH:26][CH:27]=1. The yield is 0.500. (5) The reactants are C([N:8]1[CH2:13][CH2:12][C:11]([C:15]2[C:16]([C:37]3[CH:42]=[CH:41][N:40]=[CH:39][CH:38]=3)=[C:17]([C:30]3[CH:35]=[CH:34][C:33]([F:36])=[CH:32][CH:31]=3)[N:18]([Si](C(C)C)(C(C)C)C(C)C)[CH:19]=2)(O)[CH2:10][CH2:9]1)C1C=CC=CC=1.[ClH:43]. The catalyst is CO.O.O1CCOCC1. The product is [ClH:43].[ClH:43].[F:36][C:33]1[CH:34]=[CH:35][C:30]([C:17]2[NH:18][CH:19]=[C:15]([C:11]3[CH2:12][CH2:13][NH:8][CH2:9][CH:10]=3)[C:16]=2[C:37]2[CH:42]=[CH:41][N:40]=[CH:39][CH:38]=2)=[CH:31][CH:32]=1. The yield is 0.800. (6) The reactants are [NH2:1][C:2]1[N:7]2[CH:8]=[CH:9][N:10]=[C:6]2[C:5]([C:11]([OH:13])=O)=[CH:4][C:3]=1[Cl:14].C(N1C=CN=C1)(N1C=CN=C1)=O.[CH3:27][O:28][CH2:29][CH2:30][CH2:31][N:32]1[CH2:37][CH2:36][CH:35]([NH2:38])[CH2:34][CH2:33]1. The catalyst is CN(C)C=O.ClCCl. The product is [NH2:1][C:2]1[N:7]2[CH:8]=[CH:9][N:10]=[C:6]2[C:5]([C:11]([NH:38][CH:35]2[CH2:36][CH2:37][N:32]([CH2:31][CH2:30][CH2:29][O:28][CH3:27])[CH2:33][CH2:34]2)=[O:13])=[CH:4][C:3]=1[Cl:14]. The yield is 0.480. (7) The reactants are P(Cl)(Cl)(Cl)=O.[Br:6][C:7]1[CH:8]=[C:9]2[C:13](=[CH:14][CH:15]=1)[N:12]([C:16]1[CH:21]=[CH:20][C:19]([O:22]COC)=[CH:18][CH:17]=1)[C:11]([CH3:26])=[CH:10]2.CN(C)[CH:29]=[O:30]. No catalyst specified. The product is [Br:6][C:7]1[CH:8]=[C:9]2[C:13](=[CH:14][CH:15]=1)[N:12]([C:16]1[CH:21]=[CH:20][C:19]([OH:22])=[CH:18][CH:17]=1)[C:11]([CH3:26])=[C:10]2[CH:29]=[O:30]. The yield is 0.510. (8) The reactants are Cl[C:2]1[CH:3]=[C:4]([N:23]2[CH2:28][CH2:27][O:26][CH2:25][CH2:24]2)[C:5]2[N:6]([CH:8]=[C:9]([C:11]3[CH:12]=[N:13][N:14]([C:17]4[CH:22]=[CH:21][CH:20]=[CH:19][CH:18]=4)[C:15]=3[CH3:16])[N:10]=2)[N:7]=1.C(=O)([O-])[O-].[K+].[K+].O.[NH2:36][NH2:37].[CH3:38][C:39]1[CH:40]=[C:41]([CH:44]=[CH:45][CH:46]=1)[CH:42]=O. The product is [CH3:38][C:39]1[CH:40]=[C:41]([CH:44]=[CH:45][CH:46]=1)[CH:42]=[N:36][NH:37][C:2]1[CH:3]=[C:4]([N:23]2[CH2:28][CH2:27][O:26][CH2:25][CH2:24]2)[C:5]2[N:6]([CH:8]=[C:9]([C:11]3[CH:12]=[N:13][N:14]([C:17]4[CH:22]=[CH:21][CH:20]=[CH:19][CH:18]=4)[C:15]=3[CH3:16])[N:10]=2)[N:7]=1. The catalyst is CN1CCCC1=O.O. The yield is 0.120. (9) The reactants are [Cl:1][C:2]1[CH:3]=[C:4]([CH:9]([N:23]2C(=O)C3C(=CC=CC=3)C2=O)[CH2:10][C@H:11]2[CH2:15][CH2:14][CH2:13][N:12]2[C:16]([O:18][C:19]([CH3:22])([CH3:21])[CH3:20])=[O:17])[CH:5]=[CH:6][C:7]=1[F:8].O.NN. The catalyst is C1COCC1.CO. The product is [NH2:23][CH:9]([C:4]1[CH:5]=[CH:6][C:7]([F:8])=[C:2]([Cl:1])[CH:3]=1)[CH2:10][C@H:11]1[CH2:15][CH2:14][CH2:13][N:12]1[C:16]([O:18][C:19]([CH3:22])([CH3:21])[CH3:20])=[O:17]. The yield is 0.580. (10) The reactants are [N+:1]([C:4]1[CH:9]=[CH:8][C:7]([OH:10])=[CH:6][CH:5]=1)([O-:3])=[O:2].Br[CH2:12][CH:13]1[CH2:15][CH2:14]1.C([O-])([O-])=O.[K+].[K+]. The catalyst is CN(C=O)C.O. The product is [CH:13]1([CH2:12][O:10][C:7]2[CH:8]=[CH:9][C:4]([N+:1]([O-:3])=[O:2])=[CH:5][CH:6]=2)[CH2:15][CH2:14]1. The yield is 0.980.